From a dataset of Forward reaction prediction with 1.9M reactions from USPTO patents (1976-2016). Predict the product of the given reaction. (1) Given the reactants [CH:1]1([N:4]([CH2:14][CH2:15][O:16][CH3:17])[C:5]2[CH:10]=[CH:9][C:8]([N+:11]([O-])=O)=[CH:7][CH:6]=2)[CH2:3][CH2:2]1, predict the reaction product. The product is: [CH3:17][O:16][CH2:15][CH2:14][N:4]([CH2:1][CH2:2][CH3:3])[C:5]1[CH:10]=[CH:9][C:8]([NH2:11])=[CH:7][CH:6]=1. (2) Given the reactants C(OC([N:8]1[CH2:13][C:12](=[O:14])[N:11]([C:15]2[CH:20]=[CH:19][C:18]([O:21][CH2:22][CH2:23][CH2:24][O:25][CH2:26][C:27]3[CH:32]=[CH:31][CH:30]=[CH:29][C:28]=3[O:33][CH3:34])=[CH:17][CH:16]=2)[C@@H:10]([CH2:35][O:36][CH2:37][C:38]2[CH:43]=[CH:42][CH:41]=[CH:40][CH:39]=2)[CH2:9]1)=O)(C)(C)C.C(Cl)(=O)C, predict the reaction product. The product is: [CH2:37]([O:36][CH2:35][C@@H:10]1[N:11]([C:15]2[CH:20]=[CH:19][C:18]([O:21][CH2:22][CH2:23][CH2:24][O:25][CH2:26][C:27]3[CH:32]=[CH:31][CH:30]=[CH:29][C:28]=3[O:33][CH3:34])=[CH:17][CH:16]=2)[C:12](=[O:14])[CH2:13][NH:8][CH2:9]1)[C:38]1[CH:39]=[CH:40][CH:41]=[CH:42][CH:43]=1. (3) The product is: [Cl:19][C:17]1[CH:16]=[N:15][C:8]2=[N:9][C:10]([NH:11][CH2:12][CH2:13][OH:14])=[C:5]([NH:2][NH2:3])[N:6]=[C:7]2[CH:18]=1. Given the reactants O.[NH2:2][NH2:3].Cl[C:5]1[N:6]=[C:7]2[CH:18]=[C:17]([Cl:19])[CH:16]=[N:15][C:8]2=[N:9][C:10]=1[NH:11][CH2:12][CH2:13][OH:14].CCO, predict the reaction product. (4) Given the reactants [Br:1][C:2]1[CH:7]=[CH:6][C:5]([N:8]2[C:12]([C:13]3[CH:18]=[CH:17][C:16]([O:19]C)=[CH:15][CH:14]=3)=[CH:11][C:10]([CH3:21])=[C:9]2[CH3:22])=[CH:4][CH:3]=1.B(Br)(Br)Br, predict the reaction product. The product is: [Br:1][C:2]1[CH:7]=[CH:6][C:5]([N:8]2[C:9]([CH3:22])=[C:10]([CH3:21])[CH:11]=[C:12]2[C:13]2[CH:14]=[CH:15][C:16]([OH:19])=[CH:17][CH:18]=2)=[CH:4][CH:3]=1. (5) The product is: [Cl:2][C:3]1[CH:4]=[CH:5][C:6]2[CH2:12][CH2:11][N:10]([C:19](=[O:20])[CH2:18][CH2:17][O:16][CH3:15])[CH2:9][C@H:8]([CH3:13])[C:7]=2[CH:14]=1. Given the reactants Cl.[Cl:2][C:3]1[CH:4]=[CH:5][C:6]2[CH2:12][CH2:11][NH:10][CH2:9][C@H:8]([CH3:13])[C:7]=2[CH:14]=1.[CH3:15][O:16][CH2:17][CH2:18][C:19](Cl)=[O:20].N1C=CC=CC=1, predict the reaction product. (6) Given the reactants [CH2:1]([NH:5][CH2:6][C:7]1[S:8][C:9]([C:12]2[CH:17]=[CH:16][CH:15]=[C:14]([S:18]([CH3:21])(=[O:20])=[O:19])[CH:13]=2)=[CH:10][CH:11]=1)[CH:2]([CH3:4])[CH3:3].[F:22][C:23]([F:36])([F:35])[S:24](O[S:24]([C:23]([F:36])([F:35])[F:22])(=[O:26])=[O:25])(=[O:26])=[O:25].C(N(CC)C(C)C)(C)C, predict the reaction product. The product is: [F:22][C:23]([F:36])([F:35])[S:24]([N:5]([CH2:1][CH:2]([CH3:4])[CH3:3])[CH2:6][C:7]1[S:8][C:9]([C:12]2[CH:17]=[CH:16][CH:15]=[C:14]([S:18]([CH3:21])(=[O:20])=[O:19])[CH:13]=2)=[CH:10][CH:11]=1)(=[O:26])=[O:25]. (7) Given the reactants Br[C:2]1[CH:3]=[N:4][N:5]([C:7]2[CH:12]=[CH:11][CH:10]=[CH:9][CH:8]=2)[CH:6]=1.CC([O-])=O.[K+].[B:18]1([B:18]2[O:22][C:21]([CH3:24])([CH3:23])[C:20]([CH3:26])([CH3:25])[O:19]2)[O:22][C:21]([CH3:24])([CH3:23])[C:20]([CH3:26])([CH3:25])[O:19]1, predict the reaction product. The product is: [C:7]1([N:5]2[CH:6]=[C:2]([B:18]3[O:22][C:21]([CH3:24])([CH3:23])[C:20]([CH3:26])([CH3:25])[O:19]3)[CH:3]=[N:4]2)[CH:12]=[CH:11][CH:10]=[CH:9][CH:8]=1. (8) Given the reactants C(N(S(F)(F)[F:7])CC)C.[CH2:10]([O:12][C:13](=[O:18])[C:14]([CH2:16]O)=[CH2:15])[CH3:11], predict the reaction product. The product is: [CH2:10]([O:12][C:13](=[O:18])[C:14]([CH2:16][F:7])=[CH2:15])[CH3:11].